This data is from Full USPTO retrosynthesis dataset with 1.9M reactions from patents (1976-2016). The task is: Predict the reactants needed to synthesize the given product. (1) The reactants are: [H-].[Na+].CCOP([O:11][C:12]([CH3:14])=[O:13])(OCC)=O.[CH:15]1[C:20]2[CH2:21][CH2:22][CH2:23][CH2:24][CH:25]([CH2:26][CH:27]=O)[C:19]=2[CH:18]=[CH:17][CH:16]=1.[Cl-].[NH4+].[CH:31]1C=CC=C[CH:32]=1. Given the product [CH:15]1[C:20]2[CH2:21][CH2:22][CH2:23][CH2:24][CH:25]([CH2:26][CH:27]=[CH:14][C:12]([O:11][CH2:31][CH3:32])=[O:13])[C:19]=2[CH:18]=[CH:17][CH:16]=1, predict the reactants needed to synthesize it. (2) Given the product [Cl:1][C:2]1[CH:3]=[CH:4][C:5]([N:8]2[C:9](=[O:17])[C:10]([C:11]3[CH:12]=[CH:13][CH:14]=[CH:15][CH:16]=3)=[C:22]([OH:23])[C:21]2=[O:20])=[CH:6][CH:7]=1, predict the reactants needed to synthesize it. The reactants are: [Cl:1][C:2]1[CH:7]=[CH:6][C:5]([NH:8][C:9](=[O:17])[CH2:10][C:11]2[CH:16]=[CH:15][CH:14]=[CH:13][CH:12]=2)=[CH:4][CH:3]=1.C([O:20][C:21](=O)[C:22](OCC)=[O:23])C.CC(C)([O-])C.[K+]. (3) Given the product [NH2:8][C:9]1([CH2:53][C:54]2[CH:59]=[CH:58][CH:57]=[CH:56][C:55]=2[F:60])[CH2:14][CH2:13][CH2:12][CH:11]([NH:15][C:16]([C:18]2[CH:19]=[C:20]3[C:24](=[CH:25][CH:26]=2)[N:23]([C:27]([C:28]2[CH:29]=[CH:30][CH:31]=[CH:32][CH:33]=2)([C:34]2[CH:39]=[CH:38][CH:37]=[CH:36][CH:35]=2)[C:40]2[CH:41]=[CH:42][CH:43]=[CH:44][CH:45]=2)[N:22]=[C:21]3[C:46]2[CH:51]=[CH:50][N:49]=[C:48]([CH3:52])[CH:47]=2)=[O:17])[CH2:10]1, predict the reactants needed to synthesize it. The reactants are: C([NH:8][C:9]1([CH2:53][C:54]2[CH:59]=[CH:58][CH:57]=[CH:56][C:55]=2[F:60])[CH2:14][CH2:13][CH2:12][CH:11]([NH:15][C:16]([C:18]2[CH:19]=[C:20]3[C:24](=[CH:25][CH:26]=2)[N:23]([C:27]([C:40]2[CH:45]=[CH:44][CH:43]=[CH:42][CH:41]=2)([C:34]2[CH:39]=[CH:38][CH:37]=[CH:36][CH:35]=2)[C:28]2[CH:33]=[CH:32][CH:31]=[CH:30][CH:29]=2)[N:22]=[C:21]3[C:46]2[CH:51]=[CH:50][N:49]=[C:48]([CH3:52])[CH:47]=2)=[O:17])[CH2:10]1)C1C=CC=CC=1.